From a dataset of TCR-epitope binding with 47,182 pairs between 192 epitopes and 23,139 TCRs. Binary Classification. Given a T-cell receptor sequence (or CDR3 region) and an epitope sequence, predict whether binding occurs between them. (1) The TCR CDR3 sequence is CASSVDEGNTGELFF. The epitope is CINGVCWTV. Result: 1 (the TCR binds to the epitope). (2) The epitope is VLAWLYAAV. The TCR CDR3 sequence is CASSSGRGHEKLFF. Result: 1 (the TCR binds to the epitope). (3) The epitope is ILKEPVHGV. The TCR CDR3 sequence is CASSLGGLAVSSYNEQFF. Result: 0 (the TCR does not bind to the epitope). (4) The epitope is KLGGALQAK. The TCR CDR3 sequence is CASSLVQGLNTEAFF. Result: 1 (the TCR binds to the epitope). (5) The epitope is FIAGLIAIV. The TCR CDR3 sequence is CATTSGRNNEQFF. Result: 1 (the TCR binds to the epitope).